Dataset: Serine/threonine kinase 33 screen with 319,792 compounds. Task: Binary Classification. Given a drug SMILES string, predict its activity (active/inactive) in a high-throughput screening assay against a specified biological target. (1) The drug is OC(=O)c1c(c(n(c1C)Cc1ccccc1)C)CNCCC=1CCCCC1. The result is 0 (inactive). (2) The drug is O1c2c(C(=O)Nc3c1cccc3)ccc([N+]([O-])=O)c2. The result is 0 (inactive). (3) The drug is O=C1N(c2c(/C1=N\NC(=O)CNC(=O)Cc1ccc(OC)cc1)cccc2)CCC. The result is 0 (inactive). (4) The compound is S(=O)(=O)(Nc1c(F)ccc(F)c1)c1c2c(nccc2)c(OCC)cc1. The result is 0 (inactive). (5) The compound is Clc1c(cc(NC(=O)c2cc(OC)c(OC)c(OC)c2)cc1)C(F)(F)F. The result is 0 (inactive). (6) The compound is O(c1c(/C=N\n2c3c(nc2)cc(c(c3)C)C)cccc1OC)C. The result is 0 (inactive). (7) The drug is Clc1ccc(/N=C(/NO)c2ccccc2)cc1. The result is 0 (inactive). (8) The drug is S(=O)(=O)(N(CC1NC(C2C1C(=O)N(C2=O)Cc1ccccc1)(Cc1ccccc1)C(OC)=O)C)c1ccc(cc1)c1ccccc1. The result is 0 (inactive). (9) The compound is O1C(CN(C(C(=O)NC2CCCCC2)c2ccc(O)cc2)C(=O)C2Oc3c(OC2)cccc3)CCC1. The result is 0 (inactive). (10) The compound is Clc1cc2nccc(NN\C=C3/C=C(O)C(=O)C=C3)c2cc1. The result is 1 (active).